The task is: Regression. Given a peptide amino acid sequence and an MHC pseudo amino acid sequence, predict their binding affinity value. This is MHC class II binding data.. This data is from Peptide-MHC class II binding affinity with 134,281 pairs from IEDB. (1) The peptide sequence is QTGLQILQTGV. The MHC is HLA-DQA10102-DQB10604 with pseudo-sequence HLA-DQA10102-DQB10604. The binding affinity (normalized) is 0. (2) The peptide sequence is AFILDGDNLFPAV. The MHC is DRB3_0101 with pseudo-sequence DRB3_0101. The binding affinity (normalized) is 0.993. (3) The peptide sequence is HCLGKWLGHPDKF. The MHC is H-2-IAs with pseudo-sequence H-2-IAs. The binding affinity (normalized) is 0.659. (4) The peptide sequence is TVWAQSAAFPAFKPE. The MHC is HLA-DPA10301-DPB10402 with pseudo-sequence HLA-DPA10301-DPB10402. The binding affinity (normalized) is 0.160. (5) The binding affinity (normalized) is 0.106. The peptide sequence is YNFATCGLIGLVTFL. The MHC is DRB1_0301 with pseudo-sequence DRB1_0301. (6) The peptide sequence is YPFIEQEGPEFFDQE. The MHC is HLA-DQA10401-DQB10402 with pseudo-sequence HLA-DQA10401-DQB10402. The binding affinity (normalized) is 0.199. (7) The peptide sequence is VQNTVEDLKLNTLGR. The MHC is DRB1_1302 with pseudo-sequence DRB1_1302. The binding affinity (normalized) is 0.405.